Predict the product of the given reaction. From a dataset of Forward reaction prediction with 1.9M reactions from USPTO patents (1976-2016). (1) Given the reactants [I-].C(N(/C(/C1SC=C(C2C=CC(OC)=CC=2)[N+]=1C)=C/C1C=CC=CC=1)CC)C.[CH3:29][C:30]([C:32]1[CH:37]=[CH:36][C:35]([O:38][CH3:39])=[CH:34][CH:33]=1)=[O:31].[Br:40]Br, predict the reaction product. The product is: [CH3:39][O:38][C:35]1[CH:36]=[CH:37][C:32]([C:30](=[O:31])[CH2:29][Br:40])=[CH:33][CH:34]=1. (2) Given the reactants [C:1](=[S:4])([O-:3])[CH3:2].[K+].Br[CH:7]([CH2:12][CH2:13][CH2:14][CH2:15][Br:16])[C:8]([O:10][CH3:11])=[O:9], predict the reaction product. The product is: [C:1]([S:4][CH:7]([CH2:12][CH2:13][CH2:14][CH2:15][Br:16])[C:8]([O:10][CH3:11])=[O:9])(=[O:3])[CH3:2]. (3) The product is: [Cl:13][C:14]1[CH:19]=[C:18]([Cl:20])[CH:17]=[C:16]([CH3:21])[C:15]=1[S:22]([NH:12][C:9]1[S:10][CH:11]=[C:7]([C:5]2[S:6][C:2]([Cl:1])=[CH:3][CH:4]=2)[N:8]=1)(=[O:24])=[O:23]. Given the reactants [Cl:1][C:2]1[S:6][C:5]([C:7]2[N:8]=[C:9]([NH2:12])[S:10][CH:11]=2)=[CH:4][CH:3]=1.[Cl:13][C:14]1[CH:19]=[C:18]([Cl:20])[CH:17]=[C:16]([CH3:21])[C:15]=1[S:22](Cl)(=[O:24])=[O:23], predict the reaction product. (4) Given the reactants [CH2:1]([O:8][C:9]([N:11]1[C@H:18]([CH3:19])[CH2:17][CH2:16][C@@H:15]2[C@@H:13]([O:14]2)[CH2:12]1)=[O:10])[C:2]1[CH:7]=[CH:6][CH:5]=[CH:4][CH:3]=1.N(CCO)(CCO)CCO.[NH4+].[Cl-].[N-:32]=[N+:33]=[N-:34].[Na+].[Na+].[Cl-], predict the reaction product. The product is: [CH2:1]([O:8][C:9]([N:11]1[CH2:12][C@H:13]([OH:14])[C@@H:15]([N:32]=[N+:33]=[N-:34])[CH2:16][CH2:17][C@H:18]1[CH3:19])=[O:10])[C:2]1[CH:7]=[CH:6][CH:5]=[CH:4][CH:3]=1. (5) Given the reactants [Cl:1][C:2]1[CH:3]=[CH:4][C:5]([C:8]2[CH:13]=[CH:12][N:11]=[C:10]([O:14]C)[CH:9]=2)=[N:6][CH:7]=1, predict the reaction product. The product is: [Cl:1][C:2]1[CH:3]=[CH:4][C:5]([C:8]2[CH:13]=[CH:12][NH:11][C:10](=[O:14])[CH:9]=2)=[N:6][CH:7]=1. (6) Given the reactants [C:1]([NH2:4])(=[NH:3])[CH3:2].C([O-])([O-])=O.[K+].[K+].[F:11][C:12]1[C:13]([O:33][CH3:34])=[C:14]([C:18]([CH:20]([CH2:25][CH2:26][C:27]2[CH:32]=[CH:31][CH:30]=[CH:29][CH:28]=2)[C:21](OC)=[O:22])=O)[CH:15]=[CH:16][CH:17]=1.Cl, predict the reaction product. The product is: [F:11][C:12]1[C:13]([O:33][CH3:34])=[C:14]([C:18]2[NH:4][C:1]([CH3:2])=[N:3][C:21](=[O:22])[C:20]=2[CH2:25][CH2:26][C:27]2[CH:32]=[CH:31][CH:30]=[CH:29][CH:28]=2)[CH:15]=[CH:16][CH:17]=1.